This data is from NCI-60 drug combinations with 297,098 pairs across 59 cell lines. The task is: Regression. Given two drug SMILES strings and cell line genomic features, predict the synergy score measuring deviation from expected non-interaction effect. (1) Drug 1: CN1CCC(CC1)COC2=C(C=C3C(=C2)N=CN=C3NC4=C(C=C(C=C4)Br)F)OC. Drug 2: CC(C)(C#N)C1=CC(=CC(=C1)CN2C=NC=N2)C(C)(C)C#N. Cell line: SF-268. Synergy scores: CSS=3.73, Synergy_ZIP=5.10, Synergy_Bliss=8.13, Synergy_Loewe=5.81, Synergy_HSA=4.69. (2) Drug 1: CC1C(C(CC(O1)OC2CC(CC3=C2C(=C4C(=C3O)C(=O)C5=C(C4=O)C(=CC=C5)OC)O)(C(=O)CO)O)N)O.Cl. Drug 2: CC(C)NC(=O)C1=CC=C(C=C1)CNNC.Cl. Cell line: SNB-75. Synergy scores: CSS=-4.58, Synergy_ZIP=1.79, Synergy_Bliss=-0.184, Synergy_Loewe=-4.23, Synergy_HSA=-3.28.